From a dataset of Reaction yield outcomes from USPTO patents with 853,638 reactions. Predict the reaction yield, written as a fraction of the theoretical maximum amount of product (1.0 means a 100% yield; for example, 0.34 means a 34% yield). (1) The reactants are Br[CH2:2][C:3]([C:5]1[CH:10]=[CH:9][C:8]([F:11])=[CH:7][C:6]=1[F:12])=[O:4].[S-:13][C:14]#[N:15].[K+].O. The catalyst is C(O)C. The product is [F:12][C:6]1[CH:7]=[C:8]([F:11])[CH:9]=[CH:10][C:5]=1[C:3](=[O:4])[CH2:2][S:13][C:14]#[N:15]. The yield is 0.747. (2) The reactants are C(=O)(OC)[O:2][C:3]1[CH:8]=[C:7]([N+:9]([O-:11])=[O:10])[C:6]([F:12])=[CH:5][C:4]=1[C:13]([CH3:16])([CH3:15])[CH3:14].N1CCCCC1. The catalyst is C(Cl)Cl. The product is [C:13]([C:4]1[CH:5]=[C:6]([F:12])[C:7]([N+:9]([O-:11])=[O:10])=[CH:8][C:3]=1[OH:2])([CH3:16])([CH3:14])[CH3:15]. The yield is 0.620. (3) The reactants are [CH:1]1([C:4]([NH:6][C:7]2[N:8]=[C:9]3[CH:14]=[CH:13][C:12]([O:15][C:16]4[CH:21]=[CH:20][C:19]([NH:22][C:23]([C:25]5[C:26](=[O:38])[N:27]([C:32]6[CH:37]=[CH:36][CH:35]=[CH:34][CH:33]=6)[C:28]([CH3:31])=[CH:29][CH:30]=5)=[O:24])=[CH:18][C:17]=4[F:39])=[CH:11][N:10]3[CH:40]=2)=[O:5])[CH2:3][CH2:2]1.[CH3:41][S:42]([OH:45])(=[O:44])=[O:43].C(OCC)C. The catalyst is C(O)C. The product is [CH3:41][S:42]([OH:45])(=[O:44])=[O:43].[CH:1]1([C:4]([NH:6][C:7]2[N:8]=[C:9]3[CH:14]=[CH:13][C:12]([O:15][C:16]4[CH:21]=[CH:20][C:19]([NH:22][C:23]([C:25]5[C:26](=[O:38])[N:27]([C:32]6[CH:33]=[CH:34][CH:35]=[CH:36][CH:37]=6)[C:28]([CH3:31])=[CH:29][CH:30]=5)=[O:24])=[CH:18][C:17]=4[F:39])=[CH:11][N:10]3[CH:40]=2)=[O:5])[CH2:3][CH2:2]1. The yield is 0.930.